Dataset: Catalyst prediction with 721,799 reactions and 888 catalyst types from USPTO. Task: Predict which catalyst facilitates the given reaction. (1) Reactant: C[O:2][C:3]([C:5]1[C:6](=[O:13])[N:7]([CH3:12])[CH:8]=[C:9]([Cl:11])[CH:10]=1)=[O:4].[OH-].[Na+]. Product: [Cl:11][C:9]1[CH:10]=[C:5]([C:3]([OH:4])=[O:2])[C:6](=[O:13])[N:7]([CH3:12])[CH:8]=1. The catalyst class is: 5. (2) Reactant: C(OC(=O)[NH:10][CH:11]1[C:13]2([CH2:18][CH2:17][N:16]([C:19]3[N:24]=[C:23]([C:25]([F:28])([F:27])[F:26])[CH:22]=[CH:21][N:20]=3)[CH2:15][CH2:14]2)[CH2:12]1)C1C=CC=CC=1.Br. Product: [F:27][C:25]([F:26])([F:28])[C:23]1[CH:22]=[CH:21][N:20]=[C:19]([N:16]2[CH2:17][CH2:18][C:13]3([CH:11]([NH2:10])[CH2:12]3)[CH2:14][CH2:15]2)[N:24]=1. The catalyst class is: 15.